From a dataset of Catalyst prediction with 721,799 reactions and 888 catalyst types from USPTO. Predict which catalyst facilitates the given reaction. (1) Reactant: Br[C:2]1[CH:7]=[C:6]([F:8])[CH:5]=[CH:4][C:3]=1[N+:9]([O-:11])=[O:10].[CH2:12]([Sn](CCCC)(CCCC)C=C)[CH2:13]CC. Product: [F:8][C:6]1[CH:5]=[CH:4][C:3]([N+:9]([O-:11])=[O:10])=[C:2]([CH:12]=[CH2:13])[CH:7]=1. The catalyst class is: 109. (2) Reactant: [C:1]1([C:7]2[C:28]3[C:23](=[CH:24][CH:25]=[CH:26][CH:27]=3)[O:22][C:9]3([CH2:14][CH2:13][N:12](C(OC(C)(C)C)=O)[CH2:11][CH2:10]3)[CH:8]=2)[CH:6]=[CH:5][CH:4]=[CH:3][CH:2]=1.[ClH:29].O1CCOCC1. Product: [ClH:29].[C:1]1([C:7]2[C:28]3[C:23](=[CH:24][CH:25]=[CH:26][CH:27]=3)[O:22][C:9]3([CH2:14][CH2:13][NH:12][CH2:11][CH2:10]3)[CH:8]=2)[CH:2]=[CH:3][CH:4]=[CH:5][CH:6]=1. The catalyst class is: 41. (3) Product: [CH3:1][O:2][C:3](=[O:25])[CH:4]([C:17](=[O:24])[C:18]1[CH:23]=[CH:22][CH:21]=[CH:20][CH:19]=1)[CH2:5][C:6]([C:9]1[CH:14]=[C:13]([F:15])[CH:12]=[CH:11][C:10]=1[CH:26]=[CH2:27])([CH3:8])[CH3:7]. The catalyst class is: 109. Reactant: [CH3:1][O:2][C:3](=[O:25])[CH:4]([C:17](=[O:24])[C:18]1[CH:23]=[CH:22][CH:21]=[CH:20][CH:19]=1)[CH2:5][C:6]([C:9]1[CH:14]=[C:13]([F:15])[CH:12]=[CH:11][C:10]=1Br)([CH3:8])[CH3:7].[CH:26]([Sn](CCCC)(CCCC)CCCC)=[CH2:27]. (4) Reactant: F[C:2]1[CH:11]=[CH:10][C:5]([C:6]([O:8][CH3:9])=[O:7])=[CH:4][C:3]=1[N+:12]([O-:14])=[O:13].[F:15][C:16]([F:26])([F:25])[O:17][C:18]1[CH:24]=[CH:23][C:21]([NH2:22])=[CH:20][CH:19]=1.C(N(CC)CC)C. Product: [N+:12]([C:3]1[CH:4]=[C:5]([CH:10]=[CH:11][C:2]=1[NH:22][C:21]1[CH:23]=[CH:24][C:18]([O:17][C:16]([F:15])([F:25])[F:26])=[CH:19][CH:20]=1)[C:6]([O:8][CH3:9])=[O:7])([O-:14])=[O:13]. The catalyst class is: 3. (5) Reactant: [C:1]([O:9]CC)(=O)[C:2]1[CH:7]=[CH:6][N:5]=[CH:4][CH:3]=1.[CH3:12][CH2:13][O:14][C:15]([CH3:17])=[O:16].[H-].[Na+].C(O)(=O)CC(CC(O)=O)(C(O)=O)O. The catalyst class is: 6. Product: [O:9]=[C:1]([C:2]1[CH:3]=[CH:4][N:5]=[CH:6][CH:7]=1)[CH2:17][C:15]([O:14][CH2:13][CH3:12])=[O:16]. (6) Reactant: [Br:1][C:2]1[CH:7]=[CH:6][C:5]([C:8]2[N:9]=[C:10]([C:21]3[CH:26]=[CH:25][N:24]=[CH:23][CH:22]=3)N=N[C:13]=2[C:14]2[CH:19]=[CH:18][C:17]([Br:20])=[CH:16][CH:15]=2)=[CH:4][CH:3]=1.[C:27]1(C)C=CC(C)=C[CH:28]=1.C12CC(C=C1)C=C2.O. Product: [Br:20][C:17]1[CH:18]=[CH:19][C:14]([C:13]2[CH:27]=[CH:28][C:10]([C:21]3[CH:26]=[CH:25][N:24]=[CH:23][CH:22]=3)=[N:9][C:8]=2[C:5]2[CH:6]=[CH:7][C:2]([Br:1])=[CH:3][CH:4]=2)=[CH:15][CH:16]=1. The catalyst class is: 175. (7) Reactant: [CH3:1][C:2]([CH3:7])([CH2:5][OH:6])[CH2:3][OH:4].N1C=CC=CC=1.[C:14](Cl)(=[O:18])[C:15](Cl)=[O:16]. Product: [CH3:1][C:2]1([CH3:7])[CH2:5][O:6][C:15](=[O:16])[C:14](=[O:18])[O:4][CH2:3]1. The catalyst class is: 7. (8) Reactant: Br[C:2]1[CH:7]=[C:6]([C:8]2[O:9][CH:10]=[CH:11][N:12]=2)[C:5]([O:13][CH3:14])=[CH:4][C:3]=1[NH:15][C:16](=[O:18])[CH3:17].C(=O)([O-])[O-].[Na+].[Na+].[C:25](OCC)(=O)[CH3:26].O. Product: [CH3:14][O:13][C:5]1[C:6]([C:8]2[O:9][CH:10]=[CH:11][N:12]=2)=[CH:7][C:2]([CH:25]=[CH2:26])=[C:3]([NH:15][C:16](=[O:18])[CH3:17])[CH:4]=1. The catalyst class is: 335. (9) Reactant: [CH2:1]([O:8][C:9]1[C:10]([C:18]([O:20][CH3:21])=[O:19])=[N:11][CH:12]=[C:13]([CH:16]=[O:17])[C:14]=1[CH3:15])[C:2]1[CH:7]=[CH:6][CH:5]=[CH:4][CH:3]=1.[F:22][C:23]1[CH:28]=[CH:27][C:26]([Mg]Br)=[CH:25][CH:24]=1.C(=O)(O)[O-]. Product: [CH2:1]([O:8][C:9]1[C:10]([C:18]([O:20][CH3:21])=[O:19])=[N:11][CH:12]=[C:13]([CH:16]([C:26]2[CH:27]=[CH:28][C:23]([F:22])=[CH:24][CH:25]=2)[OH:17])[C:14]=1[CH3:15])[C:2]1[CH:3]=[CH:4][CH:5]=[CH:6][CH:7]=1. The catalyst class is: 7. (10) Reactant: [CH2:1]([O:8][C:9](=[O:27])[C@@H:10]([NH:19][C:20]([O:22][C:23]([CH3:26])([CH3:25])[CH3:24])=[O:21])[C:11]1[CH:16]=[CH:15][C:14]([OH:17])=[C:13]([Cl:18])[CH:12]=1)[C:2]1[CH:7]=[CH:6][CH:5]=[CH:4][CH:3]=1.[CH3:28][C:29]([Si:32](Cl)([CH3:34])[CH3:33])([CH3:31])[CH3:30].N1C=CN=C1. Product: [C:23]([O:22][C:20]([NH:19][C@@H:10]([C:11]1[CH:16]=[CH:15][C:14]([O:17][Si:32]([C:29]([CH3:31])([CH3:30])[CH3:28])([CH3:34])[CH3:33])=[C:13]([Cl:18])[CH:12]=1)[C:9]([O:8][CH2:1][C:2]1[CH:7]=[CH:6][CH:5]=[CH:4][CH:3]=1)=[O:27])=[O:21])([CH3:24])([CH3:26])[CH3:25]. The catalyst class is: 39.